This data is from Peptide-MHC class II binding affinity with 134,281 pairs from IEDB. The task is: Regression. Given a peptide amino acid sequence and an MHC pseudo amino acid sequence, predict their binding affinity value. This is MHC class II binding data. The peptide sequence is RLEDEMKEGRYEVRA. The MHC is DRB1_0101 with pseudo-sequence DRB1_0101. The binding affinity (normalized) is 0.103.